This data is from Reaction yield outcomes from USPTO patents with 853,638 reactions. The task is: Predict the reaction yield, written as a fraction of the theoretical maximum amount of product (1.0 means a 100% yield; for example, 0.34 means a 34% yield). The reactants are Br[C:2]1[S:3][C:4]([C:8]([O:10][CH2:11][CH3:12])=[O:9])=[C:5]([CH3:7])[N:6]=1.[CH:13](N(CC)C(C)C)(C)[CH3:14].C[Si](C#C)(C)C. The catalyst is C1(C)C=CC=CC=1.[Cu]I.Cl[Pd](Cl)([P](C1C=CC=CC=1)(C1C=CC=CC=1)C1C=CC=CC=1)[P](C1C=CC=CC=1)(C1C=CC=CC=1)C1C=CC=CC=1. The product is [C:13]([C:2]1[S:3][C:4]([C:8]([O:10][CH2:11][CH3:12])=[O:9])=[C:5]([CH3:7])[N:6]=1)#[CH:14]. The yield is 0.770.